Predict which catalyst facilitates the given reaction. From a dataset of Catalyst prediction with 721,799 reactions and 888 catalyst types from USPTO. Reactant: F[C:2]1[N:7]=[C:6]([NH2:8])[CH:5]=[CH:4][CH:3]=1.Cl.[CH3:10][C:11]1([CH3:16])[CH2:15][CH2:14][NH:13][CH2:12]1.CCN(CC)CC. Product: [CH3:10][C:11]1([CH3:16])[CH2:15][CH2:14][N:13]([C:2]2[N:7]=[C:6]([NH2:8])[CH:5]=[CH:4][CH:3]=2)[CH2:12]1. The catalyst class is: 6.